From a dataset of Forward reaction prediction with 1.9M reactions from USPTO patents (1976-2016). Predict the product of the given reaction. (1) Given the reactants [F:1][C:2]1[CH:7]=[CH:6][C:5]([F:8])=[CH:4][C:3]=1[OH:9].[Br:10][CH2:11][CH2:12][CH2:13]Br, predict the reaction product. The product is: [Br:10][CH2:11][CH2:12][CH2:13][O:9][C:3]1[CH:4]=[C:5]([F:8])[CH:6]=[CH:7][C:2]=1[F:1]. (2) Given the reactants CN(N=O)C([O:5][CH2:6][CH3:7])=O.[CH2:10]([N:17]1[CH2:22][CH2:21]C(=O)[CH2:19][CH2:18]1)[C:11]1[CH:16]=[CH:15][CH:14]=[CH:13][CH:12]=1.[O-2].[Ba+2], predict the reaction product. The product is: [CH2:10]([N:17]1[CH2:22][CH2:21][CH2:7][C:6](=[O:5])[CH2:19][CH2:18]1)[C:11]1[CH:16]=[CH:15][CH:14]=[CH:13][CH:12]=1. (3) Given the reactants [Cl:1][C:2]1[CH:7]=[CH:6][CH:5]=[CH:4][C:3]=1[C:8]1[N:17]=[C:16]([N:18]2[CH2:23][CH2:22][NH:21][CH2:20][CH2:19]2)[C:15]2[C:10](=[CH:11][CH:12]=[CH:13][CH:14]=2)[N:9]=1.FC(F)(F)S(O[CH2:30][C:31]([F:34])([F:33])[F:32])(=O)=O.C(N(CC)CC)C, predict the reaction product. The product is: [Cl:1][C:2]1[CH:7]=[CH:6][CH:5]=[CH:4][C:3]=1[C:8]1[N:17]=[C:16]([N:18]2[CH2:23][CH2:22][N:21]([CH2:30][C:31]([F:34])([F:33])[F:32])[CH2:20][CH2:19]2)[C:15]2[C:10](=[CH:11][CH:12]=[CH:13][CH:14]=2)[N:9]=1. (4) The product is: [CH3:1][C:2]1[CH:3]=[C:4]([CH:8]=[C:9]([CH:11]=[CH:12][C:13]2[CH:18]=[CH:17][CH:16]=[CH:15][CH:14]=2)[N:10]=1)[C:5]([N:33]=[N+:34]=[N-:35])=[O:6]. Given the reactants [CH3:1][C:2]1[CH:3]=[C:4]([CH:8]=[C:9]([CH:11]=[CH:12][C:13]2[CH:18]=[CH:17][CH:16]=[CH:15][CH:14]=2)[N:10]=1)[C:5](O)=[O:6].C1C=CC(P([N:33]=[N+:34]=[N-:35])(C2C=CC=CC=2)=O)=CC=1, predict the reaction product.